From a dataset of Catalyst prediction with 721,799 reactions and 888 catalyst types from USPTO. Predict which catalyst facilitates the given reaction. Reactant: [C:1]([O:5][C:6](=[O:13])[NH:7][C@H:8]([C:10](=O)[NH2:11])[CH3:9])([CH3:4])([CH3:3])[CH3:2].F[B-](F)(F)F.C([O+](CC)CC)C.[F:26][C:27]1[C:28]([CH3:41])=[C:29]([NH:34][C:35]2[CH:40]=[CH:39][CH:38]=[CH:37][N:36]=2)[C:30](N)=[CH:31][CH:32]=1. Product: [C:1]([O:5][C:6](=[O:13])[NH:7][C@H:8]([C:10]1[N:34]([C:35]2[CH:40]=[CH:39][CH:38]=[CH:37][N:36]=2)[C:29]2[C:28]([CH3:41])=[C:27]([F:26])[CH:32]=[CH:31][C:30]=2[N:11]=1)[CH3:9])([CH3:4])([CH3:3])[CH3:2]. The catalyst class is: 2.